This data is from Full USPTO retrosynthesis dataset with 1.9M reactions from patents (1976-2016). The task is: Predict the reactants needed to synthesize the given product. (1) Given the product [CH3:1][C:2]1[CH:6]=[C:5]([NH:7][C:15](=[O:16])[O:17][CH2:18][C:19]([Cl:22])([Cl:21])[Cl:20])[S:4][N:3]=1, predict the reactants needed to synthesize it. The reactants are: [CH3:1][C:2]1[CH:6]=[C:5]([NH2:7])[S:4][N:3]=1.N1C=CC=CC=1.Cl[C:15]([O:17][CH2:18][C:19]([Cl:22])([Cl:21])[Cl:20])=[O:16].O. (2) Given the product [CH2:26]([O:25][C:15]1[CH:14]=[C:11]([CH:10]=[C:9]([O:8][CH2:1][CH2:2][CH2:3][CH2:4][CH2:5][CH2:6][CH3:7])[C:16]=1[O:17][CH2:18][CH2:19][CH2:20][CH2:21][CH2:22][CH2:23][CH3:24])[CH:12]=[O:13])[CH2:27][CH2:28][CH2:29][CH2:30][CH2:31][CH3:32], predict the reactants needed to synthesize it. The reactants are: [CH2:1]([O:8][C:9]1[CH:10]=[C:11]([CH:14]=[C:15]([O:25][CH2:26][CH2:27][CH2:28][CH2:29][CH2:30][CH2:31][CH3:32])[C:16]=1[O:17][CH2:18][CH2:19][CH2:20][CH2:21][CH2:22][CH2:23][CH3:24])[CH2:12][OH:13])[CH2:2][CH2:3][CH2:4][CH2:5][CH2:6][CH3:7].S([O-])([O-])(=O)=O.[Mg+2]. (3) Given the product [CH:8]([S:11]([C:14]1[CH:15]=[CH:16][C:17]([C:20]2[N:25]=[C:24]([C:26]3[O:30][N:29]=[C:28]([C:31]4[CH:32]=[CH:33][C:34]([CH2:37][NH:38][CH3:39])=[CH:35][CH:36]=4)[CH:27]=3)[CH:23]=[N:22][CH:21]=2)=[CH:18][CH:19]=1)(=[O:12])=[O:13])([CH3:10])[CH3:9], predict the reactants needed to synthesize it. The reactants are: C(O)(C(F)(F)F)=O.[CH:8]([S:11]([C:14]1[CH:19]=[CH:18][C:17]([C:20]2[N:25]=[C:24]([C:26]3[O:30][N:29]=[C:28]([C:31]4[CH:36]=[CH:35][C:34]([CH2:37][N:38](C)[C:39](=O)OC(C)(C)C)=[CH:33][CH:32]=4)[CH:27]=3)[CH:23]=[N:22][CH:21]=2)=[CH:16][CH:15]=1)(=[O:13])=[O:12])([CH3:10])[CH3:9]. (4) Given the product [Cl:20][C:21]1[CH:29]=[C:25]([C:26]([NH:14][C:12]2[S:13][C:9]([C:7]([CH:4]3[CH2:5][CH2:6][O:1][CH2:2][CH2:3]3)=[O:8])=[C:10]([C:15]3[CH:19]=[CH:18][O:17][CH:16]=3)[N:11]=2)=[O:27])[CH:24]=[CH:23][N:22]=1, predict the reactants needed to synthesize it. The reactants are: [O:1]1[CH2:6][CH2:5][CH:4]([C:7]([C:9]2[S:13][C:12]([NH2:14])=[N:11][C:10]=2[C:15]2[CH:19]=[CH:18][O:17][CH:16]=2)=[O:8])[CH2:3][CH2:2]1.[Cl:20][C:21]1[N:22]=[CH:23][CH:24]=[C:25]([CH:29]=1)[C:26](Cl)=[O:27]. (5) Given the product [CH3:23][C:3]1[C:2]([O:25][CH3:24])=[C:7]([N+:8]([O-:10])=[O:9])[CH:6]=[CH:5][C:4]=1[N:11]1[CH2:16][CH2:15][CH:14]([N:17]2[CH2:22][CH2:21][CH2:20][CH2:19][CH2:18]2)[CH2:13][CH2:12]1, predict the reactants needed to synthesize it. The reactants are: Cl[C:2]1[C:3]([CH3:23])=[C:4]([N:11]2[CH2:16][CH2:15][CH:14]([N:17]3[CH2:22][CH2:21][CH2:20][CH2:19][CH2:18]3)[CH2:13][CH2:12]2)[CH:5]=[CH:6][C:7]=1[N+:8]([O-:10])=[O:9].[CH3:24][O-:25].[Na+].O.